Dataset: Forward reaction prediction with 1.9M reactions from USPTO patents (1976-2016). Task: Predict the product of the given reaction. (1) Given the reactants [Br-:1].[Mg+2].[Br-].CS([CH2:8][CH2:9][CH:10]1[CH2:14][O:13][C:12]([CH3:16])([CH3:15])[O:11]1)(=O)=O, predict the reaction product. The product is: [Br:1][CH2:8][CH2:9][CH:10]1[CH2:14][O:13][C:12]([CH3:16])([CH3:15])[O:11]1. (2) The product is: [F:4][C:5]1[CH:6]=[C:7]([N+:12]([O-:14])=[O:13])[CH:8]=[CH:9][C:10]=1[N:19]1[CH2:20][CH2:21][CH:16]([CH3:15])[CH2:17][CH2:18]1. Given the reactants C(#N)C.[F:4][C:5]1[CH:6]=[C:7]([N+:12]([O-:14])=[O:13])[CH:8]=[CH:9][C:10]=1F.[CH3:15][CH:16]1[CH2:21][CH2:20][NH:19][CH2:18][CH2:17]1, predict the reaction product. (3) Given the reactants [Cl:1][C:2]1[CH:7]=[CH:6][C:5]([CH2:8][CH2:9][O:10][C:11]2[CH:18]=[CH:17][C:14]([CH:15]=O)=[CH:13][CH:12]=2)=[CH:4][CH:3]=1.[CH2:19]([NH:23][C:24]1[C:25]([NH2:48])=[C:26]([O:39][CH2:40][CH2:41][CH2:42][N:43]([CH2:46][CH3:47])[CH2:44][CH3:45])[CH:27]=[C:28]([O:30][CH2:31][CH2:32][CH2:33][N:34]([CH2:37][CH3:38])[CH2:35][CH3:36])[CH:29]=1)[CH2:20][CH2:21][CH3:22], predict the reaction product. The product is: [CH2:19]([N:23]1[C:24]2[CH:29]=[C:28]([O:30][CH2:31][CH2:32][CH2:33][N:34]([CH2:35][CH3:36])[CH2:37][CH3:38])[CH:27]=[C:26]([O:39][CH2:40][CH2:41][CH2:42][N:43]([CH2:46][CH3:47])[CH2:44][CH3:45])[C:25]=2[N:48]=[C:15]1[C:14]1[CH:17]=[CH:18][C:11]([O:10][CH2:9][CH2:8][C:5]2[CH:6]=[CH:7][C:2]([Cl:1])=[CH:3][CH:4]=2)=[CH:12][CH:13]=1)[CH2:20][CH2:21][CH3:22]. (4) Given the reactants [N:1]([CH2:4][C:5]1[N:10]=[C:9]([CH2:11][OH:12])[CH:8]=[CH:7][CH:6]=1)=[N+:2]=[N-:3].[OH-].[Na+].[S:15](Cl)([C:18]1[CH:24]=[CH:23][C:21]([CH3:22])=[CH:20][CH:19]=1)(=[O:17])=[O:16], predict the reaction product. The product is: [CH3:22][C:21]1[CH:23]=[CH:24][C:18]([S:15]([O:12][CH2:11][C:9]2[CH:8]=[CH:7][CH:6]=[C:5]([CH2:4][N:1]=[N+:2]=[N-:3])[N:10]=2)(=[O:17])=[O:16])=[CH:19][CH:20]=1.